The task is: Predict the reactants needed to synthesize the given product.. This data is from Retrosynthesis with 50K atom-mapped reactions and 10 reaction types from USPTO. Given the product COc1ccc(COC2CN(C(=O)OC(C)(C)C)CCC2c2ccc(F)cc2)cc1, predict the reactants needed to synthesize it. The reactants are: CC(C)(C)OC(=O)N1CCC(c2ccc(F)cc2)C(O)C1.COc1ccc(CCl)cc1.